Dataset: Forward reaction prediction with 1.9M reactions from USPTO patents (1976-2016). Task: Predict the product of the given reaction. (1) Given the reactants [N:1]#N.[CH3:3][C:4]1([C:9]2[CH:10]=[C:11]([CH2:14][N:15]3C=[C:18]([N+:20]([O-])=O)[CH:17]=[N:16]3)[S:12][CH:13]=2)[O:8][CH2:7][CH2:6][O:5]1.[NH4+].[Cl-], predict the reaction product. The product is: [CH3:3][C:4]1([C:9]2[CH:10]=[C:11]([CH2:14][N:15]3[N:1]=[C:18]([NH2:20])[CH:17]=[N:16]3)[S:12][CH:13]=2)[O:8][CH2:7][CH2:6][O:5]1. (2) Given the reactants [Br:1][C:2]1[C:3]([NH2:10])=[C:4]([NH2:9])[C:5]([Br:8])=[CH:6][CH:7]=1.[N+:11]([C:14]1[CH:19]=[CH:18][CH:17]=[CH:16][CH:15]=1)([O-])=O.[OH-].[Na+], predict the reaction product. The product is: [Br:1][C:2]1[C:3]([N:10]=[N:11][C:14]2[CH:19]=[CH:18][CH:17]=[CH:16][CH:15]=2)=[C:4]([NH2:9])[C:5]([Br:8])=[CH:6][CH:7]=1. (3) Given the reactants Br[C:2]1[CH:3]=[C:4]2[C:9](=[CH:10][CH:11]=1)[N:8]=[C:7]([O:12][CH3:13])[CH:6]=[C:5]2[C:14]1[CH:19]=[CH:18][CH:17]=[C:16]([O:20][CH2:21][CH3:22])[CH:15]=1.[Cl:23][C:24]1[S:28][C:27]([C:29]([C:31]2[N:32]([CH3:36])[CH:33]=[N:34][CH:35]=2)=[O:30])=[CH:26][CH:25]=1, predict the reaction product. The product is: [Cl:23][C:24]1[S:28][C:27]([C:29]([C:2]2[CH:3]=[C:4]3[C:9](=[CH:10][CH:11]=2)[N:8]=[C:7]([O:12][CH3:13])[CH:6]=[C:5]3[C:14]2[CH:19]=[CH:18][CH:17]=[C:16]([O:20][CH2:21][CH3:22])[CH:15]=2)([C:31]2[N:32]([CH3:36])[CH:33]=[N:34][CH:35]=2)[OH:30])=[CH:26][CH:25]=1. (4) Given the reactants C([O:3][C:4](=[O:32])[CH2:5][CH:6]1[CH2:11][CH2:10][CH:9]([C:12]2[CH:17]=[CH:16][C:15]([C:18]3[N:19]=[C:20]([NH:23][C:24]4[CH:29]=[CH:28][CH:27]=[C:26]([O:30][CH3:31])[CH:25]=4)[S:21][CH:22]=3)=[CH:14][CH:13]=2)[CH2:8][CH2:7]1)C.[Li+].[OH-].Cl, predict the reaction product. The product is: [CH3:31][O:30][C:26]1[CH:25]=[C:24]([NH:23][C:20]2[S:21][CH:22]=[C:18]([C:15]3[CH:16]=[CH:17][C:12]([CH:9]4[CH2:8][CH2:7][CH:6]([CH2:5][C:4]([OH:32])=[O:3])[CH2:11][CH2:10]4)=[CH:13][CH:14]=3)[N:19]=2)[CH:29]=[CH:28][CH:27]=1. (5) Given the reactants [NH2:1][C:2](=[N:35]O)[C:3]1[CH:19]=[CH:18][C:6]([CH2:7][NH:8][C:9](=[O:17])[C:10]2[CH:15]=[CH:14][CH:13]=[C:12]([Cl:16])[CH:11]=2)=[C:5]([NH:20][CH2:21][C:22]2[CH:27]=[CH:26][CH:25]=[C:24]([C:28]([NH:30][CH2:31][CH2:32][O:33][CH3:34])=[O:29])[CH:23]=2)[CH:4]=1.C([OH:39])C.O1CCCC1, predict the reaction product. The product is: [C:32]([OH:33])(=[O:39])[CH3:31].[NH2:35][C:2](=[NH:1])[C:3]1[CH:19]=[CH:18][C:6]([CH2:7][NH:8][C:9](=[O:17])[C:10]2[CH:15]=[CH:14][CH:13]=[C:12]([Cl:16])[CH:11]=2)=[C:5]([NH:20][CH2:21][C:22]2[CH:27]=[CH:26][CH:25]=[C:24]([C:28]([NH:30][CH2:31][CH2:32][O:33][CH3:34])=[O:29])[CH:23]=2)[CH:4]=1. (6) Given the reactants Cl[C:2]1[C:7]([N+:8]([O-:10])=[O:9])=[CH:6][CH:5]=[C:4]([O:11][CH3:12])[N:3]=1.[CH:13]1([C:16]([N:18]2[CH2:22][CH2:21][C@@H:20]([CH2:23][NH2:24])[CH2:19]2)=[O:17])[CH2:15][CH2:14]1, predict the reaction product. The product is: [CH:13]1([C:16]([N:18]2[CH2:22][CH2:21][C@@H:20]([CH2:23][NH:24][C:2]3[C:7]([N+:8]([O-:10])=[O:9])=[CH:6][CH:5]=[C:4]([O:11][CH3:12])[N:3]=3)[CH2:19]2)=[O:17])[CH2:14][CH2:15]1. (7) Given the reactants [Cl:1][C:2]1[CH:10]=[CH:9][CH:8]=[C:7]([Cl:11])[C:3]=1[C:4]([OH:6])=O.[CH:12]1([CH2:15][CH:16]([C:19]2[CH:20]=[N:21][C:22]([C:25]([F:28])([F:27])[F:26])=[N:23][CH:24]=2)[CH2:17][NH2:18])[CH2:14][CH2:13]1, predict the reaction product. The product is: [Cl:11][C:7]1[CH:8]=[CH:9][CH:10]=[C:2]([Cl:1])[C:3]=1[C:4]([NH:18][CH2:17][CH:16]([C:19]1[CH:20]=[N:21][C:22]([C:25]([F:28])([F:27])[F:26])=[N:23][CH:24]=1)[CH2:15][CH:12]1[CH2:14][CH2:13]1)=[O:6]. (8) Given the reactants [CH:1]1([C:5]2[O:9][C:8]([NH:10][C:11]3[CH:16]=[CH:15][C:14]([C:17]4[CH:22]=[CH:21][C:20]([C:23]56[CH2:30][CH2:29][C:26]([CH2:31][C:32]([O:34]C)=[O:33])([CH2:27][CH2:28]5)[CH2:25][O:24]6)=[CH:19][CH:18]=4)=[CH:13][CH:12]=3)=[N:7][N:6]=2)[CH2:4][CH2:3][CH2:2]1.O.[OH-].[Li+].O1CCCC1.[NH4+].[OH-], predict the reaction product. The product is: [CH:1]1([C:5]2[O:9][C:8]([NH:10][C:11]3[CH:12]=[CH:13][C:14]([C:17]4[CH:22]=[CH:21][C:20]([C:23]56[CH2:28][CH2:27][C:26]([CH2:31][C:32]([OH:34])=[O:33])([CH2:29][CH2:30]5)[CH2:25][O:24]6)=[CH:19][CH:18]=4)=[CH:15][CH:16]=3)=[N:7][N:6]=2)[CH2:2][CH2:3][CH2:4]1. (9) The product is: [CH2:6]([C:10]1[CH:15]=[CH:14][C:13]([C:16]#[C:17][C:18]2[CH:23]=[CH:22][C:21]([I:34])=[C:20]([F:24])[C:19]=2[CH2:25][CH2:26][CH3:27])=[CH:12][CH:11]=1)[CH2:7][CH2:8][CH3:9]. Given the reactants C([Li])CCC.[CH2:6]([C:10]1[CH:15]=[CH:14][C:13]([C:16]#[C:17][C:18]2[CH:23]=[CH:22][CH:21]=[C:20]([F:24])[C:19]=2[CH2:25][CH2:26][CH3:27])=[CH:12][CH:11]=1)[CH2:7][CH2:8][CH3:9].CC(C)([O-])C.[K+].[I:34]I.S([O-])(O)=O.[Na+], predict the reaction product.